From a dataset of Full USPTO retrosynthesis dataset with 1.9M reactions from patents (1976-2016). Predict the reactants needed to synthesize the given product. (1) Given the product [O:1]=[S:2]1(=[O:20])[CH2:6][CH2:5][CH2:4][N:3]1[C:7]1[CH:8]=[C:9]2[C:13](=[CH:14][CH:15]=1)[NH:12][N:11]=[C:10]2[NH:16][C:17](=[N:27][OH:28])[CH3:18], predict the reactants needed to synthesize it. The reactants are: [O:1]=[S:2]1(=[O:20])[CH2:6][CH2:5][CH2:4][N:3]1[C:7]1[CH:8]=[C:9]2[C:13](=[CH:14][CH:15]=1)[NH:12][N:11]=[C:10]2[NH:16][C:17](=S)[CH3:18].C(=O)(O)[O-].[Na+].Cl.[NH2:27][OH:28]. (2) Given the product [NH2:26][C:10]1[C:9]([S:8][C:5]2[CH:6]=[CH:7][C:2]([OH:1])=[CH:3][CH:4]=2)=[CH:14][C:13]([NH:15][C:16](=[O:24])[CH2:17][C:18]2[CH:19]=[CH:20][CH:21]=[CH:22][CH:23]=2)=[C:12]([CH3:25])[CH:11]=1, predict the reactants needed to synthesize it. The reactants are: [OH:1][C:2]1[CH:7]=[CH:6][C:5]([S:8][C:9]2[C:10]([N+:26]([O-])=O)=[CH:11][C:12]([CH3:25])=[C:13]([NH:15][C:16](=[O:24])[CH2:17][C:18]3[CH:23]=[CH:22][CH:21]=[CH:20][CH:19]=3)[CH:14]=2)=[CH:4][CH:3]=1.[Cl-].[NH4+]. (3) The reactants are: [C:1]([C:3]1[CH:8]=[CH:7][C:6]([N:9]2[C:21]3[C:20]4[CH:19]=[C:18]([O:22][CH:23]([C:35]5[S:36]C=C[CH:39]=5)CNC(=O)OCC[Si](C)(C)C)[C:17]([O:40][CH3:41])=[CH:16][C:15]=4[N:14]=[CH:13][C:12]=3[N:11]([CH3:42])[C:10]2=[O:43])=[C:5]([F:44])[CH:4]=1)#[N:2].FC1C=C(C=CC=1N1C2C3C=C(O)C(OC)=CC=3N=CC=2N(C)C1=O)[C:49]#[N:50].C1(P(C2C=CC=CC=2)C2C=CC=CC=2)C=CC=CC=1.S1C(CO)=CN=C1.N(C(OC(C)C)=O)=NC(OC(C)C)=O. Given the product [F:44][C:5]1[CH:4]=[C:3]([CH:8]=[CH:7][C:6]=1[N:9]1[C:21]2[C:20]3[CH:19]=[C:18]([O:22][CH2:23][C:35]4[S:36][CH:49]=[N:50][CH:39]=4)[C:17]([O:40][CH3:41])=[CH:16][C:15]=3[N:14]=[CH:13][C:12]=2[N:11]([CH3:42])[C:10]1=[O:43])[C:1]#[N:2], predict the reactants needed to synthesize it. (4) Given the product [CH2:30]([C:22]1[N:21]([C:10]2[N:9]=[C:8]3[C:13]([N:14]=[C:6]([CH2:5][CH:3]4[CH2:2][N:1]([CH:35]5[CH2:36][O:33][CH2:34]5)[CH2:4]4)[N:7]3[CH3:32])=[C:12]([N:15]3[CH2:20][CH2:19][O:18][CH2:17][CH2:16]3)[N:11]=2)[C:25]2[CH:26]=[CH:27][CH:28]=[CH:29][C:24]=2[N:23]=1)[CH3:31], predict the reactants needed to synthesize it. The reactants are: [NH:1]1[CH2:4][CH:3]([CH2:5][C:6]2[N:7]([CH3:32])[C:8]3[C:13]([N:14]=2)=[C:12]([N:15]2[CH2:20][CH2:19][O:18][CH2:17][CH2:16]2)[N:11]=[C:10]([N:21]2[C:25]4[CH:26]=[CH:27][CH:28]=[CH:29][C:24]=4[N:23]=[C:22]2[CH2:30][CH3:31])[N:9]=3)[CH2:2]1.[O:33]1[CH2:36][C:35](=O)[CH2:34]1. (5) Given the product [NH2:8][C:9]1[C:10]([C:17]([NH:7][C:2]2[CH:3]=[CH:4][CH:5]=[CH:6][N:1]=2)=[O:18])=[N:11][C:12]([CH2:15][CH3:16])=[CH:13][N:14]=1, predict the reactants needed to synthesize it. The reactants are: [N:1]1[CH:6]=[CH:5][CH:4]=[CH:3][C:2]=1[NH2:7].[NH2:8][C:9]1[C:10]([C:17](O)=[O:18])=[N:11][C:12]([CH2:15][CH3:16])=[CH:13][N:14]=1. (6) Given the product [O:16]1[C:21]2[CH:22]=[CH:23][C:24]([CH2:26][NH:27][C:28]3([CH2:34][CH2:35][OH:36])[CH2:33][CH2:32][N:31]([CH2:15][CH:13]([C:10]4[CH:9]=[CH:8][CH:7]=[C:6]5[C:11]=4[CH:12]=[C:3]([O:2][CH3:1])[CH:4]=[N:5]5)[OH:14])[CH2:30][CH2:29]3)=[CH:25][C:20]=2[O:19][CH2:18][CH2:17]1, predict the reactants needed to synthesize it. The reactants are: [CH3:1][O:2][C:3]1[CH:4]=[N:5][C:6]2[C:11]([CH:12]=1)=[C:10]([CH:13]1[CH2:15][O:14]1)[CH:9]=[CH:8][CH:7]=2.[O:16]1[C:21]2[CH:22]=[CH:23][C:24]([CH2:26][NH:27][C:28]3([CH2:34][CH2:35][OH:36])[CH2:33][CH2:32][NH:31][CH2:30][CH2:29]3)=[CH:25][C:20]=2[O:19][CH2:18][CH2:17]1. (7) Given the product [F:7][C:5]1[CH:4]=[C:3]2[C:8]([OH:10])=[C:16]([C:17]([O:19][CH2:20][CH3:21])=[O:18])[CH:15]=[N:1][N:2]2[CH:6]=1, predict the reactants needed to synthesize it. The reactants are: [NH2:1][N:2]1[CH:6]=[C:5]([F:7])[CH:4]=[C:3]1[C:8]([O:10]C)=O.C(O/[CH:15]=[CH:16]/[C:17]([O:19][CH2:20][CH3:21])=[O:18])C.C1(C)C(S(O)(=O)=O)=CC=CC=1.CC(C)([O-])C.[Na+]. (8) The reactants are: C(OC([N:8]([CH3:36])[C@H:9]([C:11]([NH:13][C@@H:14]([CH:30]1[CH2:35][CH2:34][CH2:33][CH2:32][CH2:31]1)[C:15]([N:17]1[C@H:22]([C:23]([O:25]C)=O)[CH2:21][N:20]2[CH2:27][CH2:28][CH2:29][C@@H:19]2[CH2:18]1)=[O:16])=[O:12])[CH3:10])=O)(C)(C)C.O.[OH-].[Li+].[CH3:40][C:41]1[CH:46]=[CH:45][CH:44]=[CH:43][C:42]=1[CH2:47][NH2:48].[Cl-:49].COC1N=C(OC)N=C([N+]2(C)CCOCC2)N=1.C(OCC)(=O)C.Cl.C(=O)([O-])O.[Na+]. Given the product [ClH:49].[ClH:49].[CH:30]1([C@H:14]([NH:13][C:11](=[O:12])[C@H:9]([CH3:10])[NH:8][CH3:36])[C:15]([N:17]2[C@H:22]([C:23]([NH:48][CH2:47][C:42]3[CH:43]=[CH:44][CH:45]=[CH:46][C:41]=3[CH3:40])=[O:25])[CH2:21][N:20]3[CH2:27][CH2:28][CH2:29][C@@H:19]3[CH2:18]2)=[O:16])[CH2:31][CH2:32][CH2:33][CH2:34][CH2:35]1, predict the reactants needed to synthesize it. (9) Given the product [NH2:12][CH2:11][CH2:10][CH2:9][S:8][C:5]1[CH:6]=[CH:7][C:2]([OH:1])=[CH:3][CH:4]=1, predict the reactants needed to synthesize it. The reactants are: [OH:1][C:2]1[CH:7]=[CH:6][C:5]([S:8][CH2:9][CH2:10][CH2:11][N:12]2C(=O)C3C(=CC=CC=3)C2=O)=[CH:4][CH:3]=1.O.NN.